Dataset: Forward reaction prediction with 1.9M reactions from USPTO patents (1976-2016). Task: Predict the product of the given reaction. (1) Given the reactants [N+:1]([C:4]1[CH:11]=[C:10]([C:12]([F:15])([F:14])[F:13])[CH:9]=[CH:8][C:5]=1[C:6]#[N:7])([O-])=O, predict the reaction product. The product is: [NH2:1][C:4]1[CH:11]=[C:10]([C:12]([F:13])([F:14])[F:15])[CH:9]=[CH:8][C:5]=1[C:6]#[N:7]. (2) Given the reactants [Br-].[CH2:2]([P+](C1C=CC=CC=1)(C1C=CC=CC=1)C1C=CC=CC=1)[CH2:3][CH2:4][CH2:5][CH2:6][CH3:7].C1C=CC=CC=1.C[Si]([N-][Si](C)(C)C)(C)C.[Na+].[CH3:43][O:44][C:45]1[CH:64]=[CH:63][C:48]([C:49]([C:51]2[CH:56]=[CH:55][C:54]([O:57][CH3:58])=[C:53]([C:59]([O:61][CH3:62])=[O:60])[CH:52]=2)=O)=[CH:47][C:46]=1[C:65]([O:67][CH3:68])=[O:66], predict the reaction product. The product is: [CH3:2][CH2:3][CH2:4][CH2:5][CH2:6][CH:7]=[C:49]([C:51]1[CH:56]=[CH:55][C:54]([O:57][CH3:58])=[C:53]([C:59]([O:61][CH3:62])=[O:60])[CH:52]=1)[C:48]1[CH:63]=[CH:64][C:45]([O:44][CH3:43])=[C:46]([C:65]([O:67][CH3:68])=[O:66])[CH:47]=1.